From a dataset of Full USPTO retrosynthesis dataset with 1.9M reactions from patents (1976-2016). Predict the reactants needed to synthesize the given product. (1) Given the product [Br:21][C:22]1[CH:23]=[C:24]2[C:29](=[CH:30][CH:31]=1)[N:28]=[C:27]([O:32][CH3:33])[C:26]([CH:38]=[O:39])=[C:25]2[Cl:34], predict the reactants needed to synthesize it. The reactants are: C(NC(C)C)(C)C.[Li]CCCC.[Li+].CC([N-]C(C)C)C.[Br:21][C:22]1[CH:23]=[C:24]2[C:29](=[CH:30][CH:31]=1)[N:28]=[C:27]([O:32][CH3:33])[CH:26]=[C:25]2[Cl:34].CN([CH:38]=[O:39])C. (2) Given the product [CH3:2][CH:3]([N:17]1[C:13](=[O:23])[C:14]2[C:15](=[CH:19][CH:20]=[CH:21][CH:22]=2)[C:16]1=[O:18])[CH2:4][C:5]#[C:24][C:7]1[CH:12]=[CH:11][CH:10]=[CH:9][CH:8]=1, predict the reactants needed to synthesize it. The reactants are: O1[CH2:5][CH2:4][CH2:3][CH2:2]1.I[C:7]1[CH:12]=[CH:11][CH:10]=[CH:9][CH:8]=1.[C:13]1(=[O:23])[NH:17][C:16](=[O:18])[C:15]2=[CH:19][CH:20]=[CH:21][CH:22]=[C:14]12.[CH2:24](N(CC)CC)C. (3) Given the product [C:36]([C:9]1[C:8]2[C:12](=[CH:13][C:5]([C:3]([OH:4])=[O:2])=[CH:6][CH:7]=2)[N:11]([CH2:14][C:15]([N:17]2[C@H:22]([C:23](=[O:35])[NH:24][C@@H:25]3[CH2:27][C@H:26]3[C:28]3[CH:33]=[CH:32][CH:31]=[CH:30][C:29]=3[F:34])[CH2:21][C@@H:20]3[C@H:18]2[CH2:19]3)=[O:16])[N:10]=1)(=[O:38])[CH3:37], predict the reactants needed to synthesize it. The reactants are: C[O:2][C:3]([C:5]1[CH:13]=[C:12]2[C:8]([C:9]([C:36](=[O:38])[CH3:37])=[N:10][N:11]2[CH2:14][C:15]([N:17]2[C@H:22]([C:23](=[O:35])[NH:24][C@@H:25]3[CH2:27][C@H:26]3[C:28]3[CH:33]=[CH:32][CH:31]=[CH:30][C:29]=3[F:34])[CH2:21][C@@H:20]3[C@H:18]2[CH2:19]3)=[O:16])=[CH:7][CH:6]=1)=[O:4].O[Li].O.